From a dataset of Full USPTO retrosynthesis dataset with 1.9M reactions from patents (1976-2016). Predict the reactants needed to synthesize the given product. Given the product [CH3:21][N:14]([C:15]1[CH:20]=[CH:19][CH:18]=[CH:17][CH:16]=1)[C:12](=[O:13])[CH2:11][N:7]1[C:6]2[CH:22]=[C:2]([C:24]3[CH:25]=[N:26][CH:27]=[CH:28][CH:29]=3)[CH:3]=[CH:4][C:5]=2[O:9][C:8]1=[O:10], predict the reactants needed to synthesize it. The reactants are: Br[C:2]1[CH:3]=[CH:4][C:5]2[O:9][C:8](=[O:10])[N:7]([CH2:11][C:12]([N:14]([CH3:21])[C:15]3[CH:20]=[CH:19][CH:18]=[CH:17][CH:16]=3)=[O:13])[C:6]=2[CH:22]=1.B(O)(O)[C:24]1[CH:29]=[CH:28][CH:27]=[N:26][CH:25]=1.C(=O)([O-])[O-].[K+].[K+].C(=O)([O-])O.[Na+].